Dataset: Full USPTO retrosynthesis dataset with 1.9M reactions from patents (1976-2016). Task: Predict the reactants needed to synthesize the given product. The reactants are: [H-].[K+].[CH3:3][C:4]([S:8]([CH3:11])(=[NH:10])=[O:9])([CH3:7])[C:5]#[N:6].Br[CH2:13][CH2:14][O:15][CH:16]1[CH2:21][CH2:20][CH2:19][CH2:18][O:17]1. Given the product [CH3:3][C:4]([S:8]([CH3:11])(=[N:10][CH2:13][CH2:14][O:15][CH:16]1[CH2:21][CH2:20][CH2:19][CH2:18][O:17]1)=[O:9])([CH3:7])[C:5]#[N:6], predict the reactants needed to synthesize it.